This data is from Reaction yield outcomes from USPTO patents with 853,638 reactions. The task is: Predict the reaction yield, written as a fraction of the theoretical maximum amount of product (1.0 means a 100% yield; for example, 0.34 means a 34% yield). (1) The reactants are Cl.C(O[C:5](=[O:8])[CH2:6][NH2:7])C.[CH3:9][NH2:10].[OH-].[Na+].C(=O)([O-])[O-].[K+].[K+].F[C:20]1[CH:25]=[CH:24][CH:23]=[CH:22][C:21]=1[N+:26]([O-:28])=[O:27]. The catalyst is O.CN1CCN(C)C1=O. The product is [N+:26]([C:21]1[CH:22]=[CH:23][CH:24]=[CH:25][C:20]=1[NH:7][CH2:6][C:5]([NH:10][CH3:9])=[O:8])([O-:28])=[O:27]. The yield is 0.820. (2) The reactants are [CH3:1][C:2]1[CH:7]=[CH:6][C:5]([NH:8][S:9]([C:12]2[CH:13]=[CH:14][CH:15]=[C:16]3[C:21]=2[NH:20][CH2:19][CH2:18][CH2:17]3)(=[O:11])=[O:10])=[CH:4][C:3]=1[NH:22][C:23]([CH2:25][C:26]1[CH:33]=[CH:32][C:29]([C:30]#[N:31])=[CH:28][CH:27]=1)=[O:24].Cl.C(=O)([O-])[O-].[NH4+:39].[NH4+]. The catalyst is C(O)C. The product is [CH3:1][C:2]1[CH:7]=[CH:6][C:5]([NH:8][S:9]([C:12]2[CH:13]=[CH:14][CH:15]=[C:16]3[C:21]=2[NH:20][CH2:19][CH2:18][CH2:17]3)(=[O:11])=[O:10])=[CH:4][C:3]=1[NH:22][C:23]([CH2:25][C:26]1[CH:33]=[CH:32][C:29]([C:30]([NH2:39])=[NH:31])=[CH:28][CH:27]=1)=[O:24]. The yield is 0.430. (3) No catalyst specified. The yield is 0.720. The product is [CH2:9]([N:8]([CH2:1][C:2]1[CH:3]=[CH:4][CH:5]=[CH:6][CH:7]=1)[C@H:16]1[CH2:21][CH2:20][C@@H:19]([CH2:22][O:23][CH2:37][CH2:38][CH:33]2[CH2:32][CH2:31][CH2:30][CH2:29][NH:28]2)[CH2:18][CH2:17]1)[C:10]1[CH:15]=[CH:14][CH:13]=[CH:12][CH:11]=1. The reactants are [CH2:1]([N:8]([C@@H:16]1[CH2:21][CH2:20][C@H:19]([CH2:22][OH:23])[CH2:18][CH2:17]1)[CH2:9][C:10]1[CH:15]=[CH:14][CH:13]=[CH:12][CH:11]=1)[C:2]1[CH:7]=[CH:6][CH:5]=[CH:4][CH:3]=1.Cl.ClCC[N:28]1[CH2:33][CH2:32][CH2:31][CH2:30][CH2:29]1.[H-].[K+].O1CCO[CH2:38][CH2:37]1. (4) The reactants are [Cl:1][C:2]1[C:11]2[C:6](=[CH:7][C:8]([O:14][CH2:15][CH2:16][CH2:17][N:18]3[CH2:23][CH2:22][S:21](=[O:25])(=[O:24])[CH2:20][CH2:19]3)=[C:9]([C:12]#[N:13])[CH:10]=2)[N:5]=[CH:4][CH:3]=1.[NH2:26][C:27]1[CH:28]=[C:29]2[C:33](=[CH:34][CH:35]=1)[NH:32][CH:31]=[CH:30]2.Cl. The catalyst is CC(O)CCC.C(O)(C)C. The product is [ClH:1].[C:12]([C:9]1[CH:10]=[C:11]2[C:6](=[CH:7][C:8]=1[O:14][CH2:15][CH2:16][CH2:17][N:18]1[CH2:23][CH2:22][S:21](=[O:25])(=[O:24])[CH2:20][CH2:19]1)[N:5]=[CH:4][CH:3]=[C:2]2[NH:26][C:27]1[CH:28]=[C:29]2[C:33](=[CH:34][CH:35]=1)[NH:32][CH:31]=[CH:30]2)#[N:13]. The yield is 0.900.